This data is from Reaction yield outcomes from USPTO patents with 853,638 reactions. The task is: Predict the reaction yield, written as a fraction of the theoretical maximum amount of product (1.0 means a 100% yield; for example, 0.34 means a 34% yield). (1) The reactants are I([O-])(=O)(=O)=O.[Na+].[CH3:7][O:8][C:9]1[CH:35]=[CH:34][C:12]([CH2:13][N:14]2[C:23]3[C:18](=[CH:19][C:20]([B:24]4[O:28]C(C)(C)C(C)(C)[O:25]4)=[CH:21][CH:22]=3)[CH:17]=[CH:16][C:15]2=[O:33])=[CH:11][CH:10]=1.Cl. The catalyst is C1COCC1.O. The product is [CH3:7][O:8][C:9]1[CH:10]=[CH:11][C:12]([CH2:13][N:14]2[C:23]3[C:18](=[CH:19][C:20]([B:24]([OH:28])[OH:25])=[CH:21][CH:22]=3)[CH:17]=[CH:16][C:15]2=[O:33])=[CH:34][CH:35]=1. The yield is 0.900. (2) The reactants are [C:1]([O:5][C:6]([N:8]1[CH2:12][CH:11]([O:13][C:14]2[CH:19]=[CH:18][C:17]([F:20])=[CH:16][C:15]=2[F:21])[CH2:10][CH:9]1[C:22]([O:24]C)=[O:23])=[O:7])([CH3:4])([CH3:3])[CH3:2].[OH-].[Na+].Cl. The product is [C:1]([O:5][C:6]([N:8]1[CH2:12][CH:11]([O:13][C:14]2[CH:19]=[CH:18][C:17]([F:20])=[CH:16][C:15]=2[F:21])[CH2:10][CH:9]1[C:22]([OH:24])=[O:23])=[O:7])([CH3:4])([CH3:2])[CH3:3]. The catalyst is C1COCC1. The yield is 0.460.